From a dataset of Reaction yield outcomes from USPTO patents with 853,638 reactions. Predict the reaction yield, written as a fraction of the theoretical maximum amount of product (1.0 means a 100% yield; for example, 0.34 means a 34% yield). (1) The reactants are [CH3:1][C:2]1[CH:11]=[CH:10][C:5]2[NH:6][C:7](=[O:9])[O:8][C:4]=2[CH:3]=1.C([O-])([O-])=O.[K+].[K+].[CH2:18](Br)[C:19]1[CH:24]=[CH:23][CH:22]=[CH:21][CH:20]=1. The catalyst is CN(C=O)C. The product is [CH2:18]([N:6]1[C:5]2[CH:10]=[CH:11][C:2]([CH3:1])=[CH:3][C:4]=2[O:8][C:7]1=[O:9])[C:19]1[CH:24]=[CH:23][CH:22]=[CH:21][CH:20]=1. The yield is 0.500. (2) The reactants are [C:1]([O:5][C:6](=[O:26])[NH:7][CH2:8][CH2:9][CH2:10][CH2:11][CH2:12][CH2:13][NH:14][C:15](=[O:25])[C:16]1[CH:21]=[CH:20][C:19]([N+:22]([O-])=O)=[CH:18][CH:17]=1)([CH3:4])([CH3:3])[CH3:2].C([O-])=O.[NH4+]. The catalyst is CCO.[Pd]. The product is [C:1]([O:5][C:6](=[O:26])[NH:7][CH2:8][CH2:9][CH2:10][CH2:11][CH2:12][CH2:13][NH:14][C:15](=[O:25])[C:16]1[CH:21]=[CH:20][C:19]([NH2:22])=[CH:18][CH:17]=1)([CH3:4])([CH3:2])[CH3:3]. The yield is 1.00. (3) The reactants are C([O-])([O-])=O.[K+].[K+].[C:7]1([SH:13])[CH:12]=[CH:11][CH:10]=[CH:9][CH:8]=1.Cl[CH2:15][C:16](=[O:18])[CH3:17]. The catalyst is CN(C=O)C. The product is [C:7]1([S:13][CH2:15][C:16](=[O:18])[CH3:17])[CH:12]=[CH:11][CH:10]=[CH:9][CH:8]=1. The yield is 0.930. (4) The reactants are [CH3:1][N:2]([CH2:16][C:17]1[CH:22]=[CH:21][CH:20]=[CH:19][C:18]=1[CH3:23])[CH2:3][CH:4]([C:6]1[CH:15]=[CH:14][C:13]2[C:8](=[CH:9][CH:10]=[CH:11][CH:12]=2)[CH:7]=1)O.FC(F)(F)C(OC(=O)C(F)(F)F)=O. The catalyst is FC(F)(F)C(O)=O. The product is [CH3:1][N:2]1[CH2:3][CH:4]([C:6]2[CH:15]=[CH:14][C:13]3[C:8](=[CH:9][CH:10]=[CH:11][CH:12]=3)[CH:7]=2)[C:22]2[C:17](=[C:18]([CH3:23])[CH:19]=[CH:20][CH:21]=2)[CH2:16]1. The yield is 0.610. (5) The reactants are Br[C:2]1[CH:26]=[CH:25][C:5]([C:6]([NH:8][C:9]2[CH:14]=[CH:13][C:12]([C:15](=[O:24])[NH:16][C:17]3[CH:22]=[CH:21][C:20](Br)=[CH:19][N:18]=3)=[CH:11][N:10]=2)=[O:7])=[CH:4][N:3]=1. The catalyst is C(N)CC. The product is [CH2:2]([NH:3][C:2]1[CH:26]=[CH:25][C:5]([C:6]([NH:8][C:9]2[CH:14]=[CH:13][C:12]([C:15](=[O:24])[NH:16][C:17]3[CH:22]=[CH:21][C:20]([NH:8][CH2:6][CH2:5][CH3:4])=[CH:19][N:18]=3)=[CH:11][N:10]=2)=[O:7])=[CH:4][N:3]=1)[CH2:26][CH3:25]. The yield is 0.380. (6) The catalyst is CN(C)C=O.C(OCC)(=O)C. The yield is 0.300. The reactants are [F:1][C:2]1[CH:3]=[C:4]([C@H:9]2[CH2:14][C@@H:13](OS(C)(=O)=O)[CH2:12][CH2:11][N:10]2[C:20]([O:22][C:23]([CH3:26])([CH3:25])[CH3:24])=[O:21])[CH:5]=[CH:6][C:7]=1[F:8].[C-:27]#[N:28].[K+]. The product is [C:27]([C@@H:13]1[CH2:12][CH2:11][N:10]([C:20]([O:22][C:23]([CH3:26])([CH3:25])[CH3:24])=[O:21])[C@@H:9]([C:4]2[CH:5]=[CH:6][C:7]([F:8])=[C:2]([F:1])[CH:3]=2)[CH2:14]1)#[N:28].